Task: Predict which catalyst facilitates the given reaction.. Dataset: Catalyst prediction with 721,799 reactions and 888 catalyst types from USPTO (1) Reactant: [CH3:1][CH:2]1[CH2:7][CH2:6][CH2:5][CH2:4]/[C:3]/1=[N:8]/[C@H:9]([C:11]1[CH:16]=[CH:15][CH:14]=[CH:13][CH:12]=1)[CH3:10]. Product: [CH3:1][C@@H:2]1[CH2:7][CH2:6][CH2:5][CH2:4][C@@H:3]1[NH:8][C@H:9]([C:11]1[CH:12]=[CH:13][CH:14]=[CH:15][CH:16]=1)[CH3:10]. The catalyst class is: 319. (2) Reactant: [CH3:1][C:2]([N+:16]([O-])=O)([CH3:15])[CH2:3][CH2:4][S:5]([O:8][C:9]1[CH:14]=[CH:13][CH:12]=[CH:11][CH:10]=1)(=[O:7])=[O:6]. Product: [NH2:16][C:2]([CH3:15])([CH3:1])[CH2:3][CH2:4][S:5]([O:8][C:9]1[CH:14]=[CH:13][CH:12]=[CH:11][CH:10]=1)(=[O:7])=[O:6]. The catalyst class is: 5. (3) Reactant: [NH2:1][C:2]1[CH:3]=[CH:4][C:5]([CH2:8][C:9]([O:11][CH2:12][CH3:13])=[O:10])=[N:6][CH:7]=1.[CH:14](OCC)(OCC)OCC.[N-:24]=[N+:25]=[N-:26].[Na+]. Product: [N:1]1([C:2]2[CH:3]=[CH:4][C:5]([CH2:8][C:9]([O:11][CH2:12][CH3:13])=[O:10])=[N:6][CH:7]=2)[CH:14]=[N:26][N:25]=[N:24]1. The catalyst class is: 52. (4) Reactant: [C:1]([C:4]1[C:5]([C@@H:17]2[C@:22]([C:24]3[CH:29]=[CH:28][C:27]([F:30])=[C:26]([F:31])[CH:25]=3)([OH:23])[CH2:21][CH2:20][N:19]([C:32]([O:34][C:35]([CH3:38])([CH3:37])[CH3:36])=[O:33])[CH2:18]2)=[N:6][O:7][C:8]=1[C:9]1[C:14]([Cl:15])=[CH:13][CH:12]=[CH:11][C:10]=1[Cl:16])(=[O:3])[CH3:2].[BH4-].[Na+]. Product: [Cl:15][C:14]1[CH:13]=[CH:12][CH:11]=[C:10]([Cl:16])[C:9]=1[C:8]1[O:7][N:6]=[C:5]([C@@H:17]2[C@:22]([C:24]3[CH:29]=[CH:28][C:27]([F:30])=[C:26]([F:31])[CH:25]=3)([OH:23])[CH2:21][CH2:20][N:19]([C:32]([O:34][C:35]([CH3:36])([CH3:38])[CH3:37])=[O:33])[CH2:18]2)[C:4]=1[CH:1]([OH:3])[CH3:2]. The catalyst class is: 5. (5) Reactant: [CH3:1][O:2][C:3](=[O:24])[CH:4]=P(C1C=CC=CC=1)(C1C=CC=CC=1)C1C=CC=CC=1.[CH2:25]([O:32][C:33]1[CH:40]=[CH:39][C:36]([CH:37]=O)=[C:35]([F:41])[CH:34]=1)[C:26]1[CH:31]=[CH:30][CH:29]=[CH:28][CH:27]=1. Product: [CH3:1][O:2][C:3](=[O:24])/[CH:4]=[CH:37]/[C:36]1[CH:39]=[CH:40][C:33]([O:32][CH2:25][C:26]2[CH:31]=[CH:30][CH:29]=[CH:28][CH:27]=2)=[CH:34][C:35]=1[F:41]. The catalyst class is: 1. (6) Reactant: [CH2:1]1[C:10]2[C:5](=[CH:6][CH:7]=[CH:8][CH:9]=2)[CH2:4][CH2:3][N:2]1[CH2:11][CH:12]([OH:38])[CH2:13][NH:14][C:15]([C:17]1[CH:18]=[C:19]([CH:35]=[CH:36][CH:37]=1)[CH2:20][N:21]([CH:29]1[CH2:34][CH2:33][O:32][CH2:31][CH2:30]1)C(=O)OC(C)(C)C)=[O:16].C(O)(C(F)(F)F)=O. Product: [CH2:1]1[C:10]2[C:5](=[CH:6][CH:7]=[CH:8][CH:9]=2)[CH2:4][CH2:3][N:2]1[CH2:11][CH:12]([OH:38])[CH2:13][NH:14][C:15](=[O:16])[C:17]1[CH:37]=[CH:36][CH:35]=[C:19]([CH2:20][NH:21][CH:29]2[CH2:34][CH2:33][O:32][CH2:31][CH2:30]2)[CH:18]=1. The catalyst class is: 2. (7) Reactant: [CH3:1][O:2][C:3]1[CH:4]=[C:5]2[C:10](=[CH:11][C:12]=1[O:13][CH3:14])[CH:9]=[N:8][CH:7]=[C:6]2[CH2:15][C:16]1[NH:24][C:23]2[C:22](=[O:25])[N:21]([CH3:26])[C:20](=[O:27])[N:19]([CH2:28][C:29]([CH3:31])=[CH2:30])[C:18]=2[N:17]=1.[CH2:32]([Zn]CC)C.ClCI. Product: [CH3:1][O:2][C:3]1[CH:4]=[C:5]2[C:10](=[CH:11][C:12]=1[O:13][CH3:14])[CH:9]=[N:8][CH:7]=[C:6]2[CH2:15][C:16]1[NH:17][C:18]2[N:19]([CH2:28][C:29]3([CH3:32])[CH2:31][CH2:30]3)[C:20](=[O:27])[N:21]([CH3:26])[C:22](=[O:25])[C:23]=2[N:24]=1. The catalyst class is: 26.